The task is: Predict the reactants needed to synthesize the given product.. This data is from Full USPTO retrosynthesis dataset with 1.9M reactions from patents (1976-2016). (1) Given the product [O:8]1[C:9]2[C:15]([C:16]([NH2:18])=[O:17])=[CH:14][CH:13]=[CH:12][C:10]=2[N:11]=[CH:7]1, predict the reactants needed to synthesize it. The reactants are: N1CCCC([C:7]2[O:8][C:9]3[C:15]([C:16]([NH2:18])=[O:17])=[CH:14][CH:13]=[CH:12][C:10]=3[N:11]=2)C1.Cl.C(N=C=NCCCN(C)C)C.ON1C2C=CC=CC=2N=N1.C(N(CC)CC)C.CN(C)CC(O)=O. (2) Given the product [CH2:26]([NH:28][C:2]1[CH:7]=[CH:6][C:5]([C:8]2[O:9][C:10]3[CH:16]=[CH:15][CH:14]=[CH:13][C:11]=3[N:12]=2)=[CH:4][C:3]=1[N+:17]([O-:19])=[O:18])[CH3:27], predict the reactants needed to synthesize it. The reactants are: F[C:2]1[CH:7]=[CH:6][C:5]([C:8]2[O:9][C:10]3[CH:16]=[CH:15][CH:14]=[CH:13][C:11]=3[N:12]=2)=[CH:4][C:3]=1[N+:17]([O-:19])=[O:18].C(=O)([O-])[O-].[K+].[K+].[CH2:26]([NH2:28])[CH3:27].O. (3) Given the product [CH2:7]([O:14][C:15]([NH:17][C@@:18]1([C:30]([O:32][CH2:33][CH3:34])=[O:31])[CH2:23][C:22](=[CH2:1])[C@@H:21]2[C@H:19]1[C@H:20]2[C:25]([O:27][CH2:28][CH3:29])=[O:26])=[O:16])[C:8]1[CH:13]=[CH:12][CH:11]=[CH:10][CH:9]=1, predict the reactants needed to synthesize it. The reactants are: [CH3:1]C(C)([O-])C.[K+].[CH2:7]([O:14][C:15]([NH:17][C@@:18]1([C:30]([O:32][CH2:33][CH3:34])=[O:31])[CH2:23][C:22](=O)[C@@H:21]2[C@H:19]1[C@H:20]2[C:25]([O:27][CH2:28][CH3:29])=[O:26])=[O:16])[C:8]1[CH:13]=[CH:12][CH:11]=[CH:10][CH:9]=1. (4) Given the product [F:1][C:2]1[CH:11]=[C:10]([C:12]2[N:17]=[C:16]3[N:18]([C:21]([C:24]4[CH:25]=[C:26]5[C:31](=[CH:32][CH:33]=4)[N:30]=[CH:29][CH:28]=[CH:27]5)([CH3:23])[CH3:22])[N:19]=[N:20][C:15]3=[CH:14][CH:13]=2)[CH:9]=[CH:8][C:3]=1[C:4]([OH:6])=[O:5], predict the reactants needed to synthesize it. The reactants are: [F:1][C:2]1[CH:11]=[C:10]([C:12]2[N:17]=[C:16]3[N:18]([C:21]([C:24]4[CH:25]=[C:26]5[C:31](=[CH:32][CH:33]=4)[N:30]=[CH:29][CH:28]=[CH:27]5)([CH3:23])[CH3:22])[N:19]=[N:20][C:15]3=[CH:14][CH:13]=2)[CH:9]=[CH:8][C:3]=1[C:4]([O:6]C)=[O:5].[OH-].[Li+].C1COCC1.Cl.